Task: Predict the reaction yield, written as a fraction of the theoretical maximum amount of product (1.0 means a 100% yield; for example, 0.34 means a 34% yield).. Dataset: Reaction yield outcomes from USPTO patents with 853,638 reactions (1) The catalyst is C(OCC)(=O)C. The product is [C:3]([O:4][CH:5]1[CH2:6][CH2:7][C:8](=[O:11])[CH2:9][CH2:10]1)(=[O:27])[C:2]1[CH:17]=[CH:18][CH:13]=[CH:14][CH:15]=1. The yield is 0.430. The reactants are O1[C:5]2([CH2:10][CH2:9][CH:8]([OH:11])[CH2:7][CH2:6]2)[O:4][CH2:3][CH2:2]1.C(Cl)(=O)[C:13]1[CH:18]=[CH:17]C=[CH:15][CH:14]=1.N1C=CC=CC=1.[O:27]1CCCC1. (2) The reactants are [Cl:1][C:2]1[C:3](F)=[N:4][CH:5]=[CH:6][CH:7]=1.[F:9][C:10]1([F:21])[CH2:13][CH:12]([C:14]([O:16][C:17]([CH3:20])([CH3:19])[CH3:18])=[O:15])[CH2:11]1.C[Si](C)(C)[N-][Si](C)(C)C.[Na+]. The catalyst is C1(C)C=CC=CC=1. The product is [Cl:1][C:2]1[C:3]([C:12]2([C:14]([O:16][C:17]([CH3:20])([CH3:19])[CH3:18])=[O:15])[CH2:11][C:10]([F:21])([F:9])[CH2:13]2)=[N:4][CH:5]=[CH:6][CH:7]=1. The yield is 0.440. (3) The reactants are NC([C:10]1[CH:19]=[CH:18][C:17]2[C:12](=[CH:13][CH:14]=[C:15]([O:24][C@H:25]3[CH2:30][CH2:29][C@H:28]([C:31]([CH3:34])(C)C)CC3)[C:16]=2C(F)(F)F)[N:11]=1)(C)COP(=O)(O)O.[CH2:35](O)CCCCCC.C1(P(C2C=CC=CC=2)C2C=CC=CC=2)C=CC=CC=1.N(C(OC(C)C)=O)=NC(OC(C)C)=O. The catalyst is C1COCC1. The product is [CH2:25]([O:24][C:15]1[CH:16]=[C:17]2[C:12](=[CH:13][CH:14]=1)[N:11]=[CH:10][CH:19]=[CH:18]2)[CH2:30][CH2:29][CH2:28][CH2:31][CH2:34][CH3:35]. The yield is 0.880. (4) The reactants are [C:1]([CH2:3][C:4](=[S:6])[NH2:5])#[N:2].[CH:7]([C:9]1[CH:14]=[CH:13][C:12]([N:15]2[CH2:20][CH2:19][N:18]([C:21]([O:23][C:24]([CH3:27])([CH3:26])[CH3:25])=[O:22])[CH2:17][CH2:16]2)=[CH:11][C:10]=1[N+:28]([O-:30])=[O:29])=O. The catalyst is N1CCCCC1.C(O)C. The product is [NH2:5][C:4](=[S:6])[C:3]([C:1]#[N:2])=[CH:7][C:9]1[CH:14]=[CH:13][C:12]([N:15]2[CH2:20][CH2:19][N:18]([C:21]([O:23][C:24]([CH3:27])([CH3:25])[CH3:26])=[O:22])[CH2:17][CH2:16]2)=[CH:11][C:10]=1[N+:28]([O-:30])=[O:29]. The yield is 0.830. (5) The reactants are CN(C)C=O.Cl[CH2:7][C:8]#[N:9].[C:10]1([C@H:20]([NH:22][C@H:23]2[CH2:27][CH2:26][C@@H:25]([C:28]3[CH:33]=[CH:32][C:31]([OH:34])=[CH:30][CH:29]=3)[CH2:24]2)[CH3:21])[C:19]2[C:14](=[CH:15][CH:16]=[CH:17][CH:18]=2)[CH:13]=[CH:12][CH:11]=1.C(=O)([O-])[O-].[K+].[K+]. The catalyst is O. The product is [C:10]1([C@H:20]([NH:22][C@H:23]2[CH2:27][CH2:26][C@@H:25]([C:28]3[CH:29]=[CH:30][C:31]([O:34][CH2:7][C:8]#[N:9])=[CH:32][CH:33]=3)[CH2:24]2)[CH3:21])[C:19]2[C:14](=[CH:15][CH:16]=[CH:17][CH:18]=2)[CH:13]=[CH:12][CH:11]=1. The yield is 0.680. (6) The reactants are [NH2:1][C:2]1[CH:17]=[CH:16][C:5]([C:6]([NH:8][CH2:9][CH2:10][N:11]([CH2:14][CH3:15])[CH2:12][CH3:13])=[O:7])=[C:4]([O:18][CH3:19])[CH:3]=1.[CH2:20]1[O:31][C:30]2[CH:29]=[CH:28][C:24]([C:25](Cl)=[O:26])=[CH:23][C:22]=2[O:21]1. The catalyst is C(Cl)(Cl)Cl. The product is [CH2:14]([N:11]([CH2:12][CH3:13])[CH2:10][CH2:9][NH:8][C:6]([C:5]1[C:4]([O:18][CH3:19])=[CH:3][C:2]([NH:1][C:25]([C:24]2[CH:28]=[CH:29][C:30]3[O:31][CH2:20][O:21][C:22]=3[CH:23]=2)=[O:26])=[CH:17][CH:16]=1)=[O:7])[CH3:15]. The yield is 0.670.